From a dataset of Reaction yield outcomes from USPTO patents with 853,638 reactions. Predict the reaction yield, written as a fraction of the theoretical maximum amount of product (1.0 means a 100% yield; for example, 0.34 means a 34% yield). (1) The reactants are [NH2:1][C:2]1[N:7]=[CH:6][N:5]=[C:4]2[N:8]([C@@H:12]3[CH2:17][CH2:16][CH2:15][N:14]([C:18]([O:20][C:21]([CH3:24])([CH3:23])[CH3:22])=[O:19])[CH2:13]3)[N:9]=[C:10](I)[C:3]=12.[F:25][C:26]1[CH:27]=[C:28]([CH:45]=[C:46]([F:48])[CH:47]=1)[O:29][C:30]1[CH:35]=[CH:34][C:33](B2OC(C)(C)C(C)(C)O2)=[CH:32][CH:31]=1.C(=O)([O-])[O-].[Na+].[Na+].COCCOC. The catalyst is C1C=CC([P]([Pd]([P](C2C=CC=CC=2)(C2C=CC=CC=2)C2C=CC=CC=2)([P](C2C=CC=CC=2)(C2C=CC=CC=2)C2C=CC=CC=2)[P](C2C=CC=CC=2)(C2C=CC=CC=2)C2C=CC=CC=2)(C2C=CC=CC=2)C2C=CC=CC=2)=CC=1.O. The product is [NH2:1][C:2]1[N:7]=[CH:6][N:5]=[C:4]2[N:8]([C@@H:12]3[CH2:17][CH2:16][CH2:15][N:14]([C:18]([O:20][C:21]([CH3:24])([CH3:23])[CH3:22])=[O:19])[CH2:13]3)[N:9]=[C:10]([C:33]3[CH:32]=[CH:31][C:30]([O:29][C:28]4[CH:45]=[C:46]([F:48])[CH:47]=[C:26]([F:25])[CH:27]=4)=[CH:35][CH:34]=3)[C:3]=12. The yield is 0.720. (2) The yield is 0.800. The reactants are [CH:1]([C:3]1[CH:11]=[CH:10][C:6]([C:7]([OH:9])=[O:8])=[C:5]([CH3:12])[CH:4]=1)=[O:2].S(=O)(=O)(O)O.[CH2:18](O)[CH3:19]. The product is [CH:1]([C:3]1[CH:11]=[CH:10][C:6]([C:7]([O:9][CH2:18][CH3:19])=[O:8])=[C:5]([CH3:12])[CH:4]=1)=[O:2]. No catalyst specified. (3) The reactants are [N:1]1[O:2][N:3]=[C:4]2[CH:9]=[C:8]([C:10](=[O:17])[C:11]#[C:12][C:13](O)([CH3:15])[CH3:14])[CH:7]=[CH:6][C:5]=12.C(NCC)C.C([OH:25])C. No catalyst specified. The product is [N:1]1[O:2][N:3]=[C:4]2[CH:9]=[C:8]([C:10]3[O:17][C:13]([CH3:14])([CH3:15])[C:12](=[O:25])[CH:11]=3)[CH:7]=[CH:6][C:5]=12. The yield is 0.830.